This data is from NCI-60 drug combinations with 297,098 pairs across 59 cell lines. The task is: Regression. Given two drug SMILES strings and cell line genomic features, predict the synergy score measuring deviation from expected non-interaction effect. (1) Drug 2: C1=NC2=C(N=C(N=C2N1C3C(C(C(O3)CO)O)O)F)N. Drug 1: CC1=C(C=C(C=C1)NC2=NC=CC(=N2)N(C)C3=CC4=NN(C(=C4C=C3)C)C)S(=O)(=O)N.Cl. Synergy scores: CSS=4.55, Synergy_ZIP=-2.68, Synergy_Bliss=-3.75, Synergy_Loewe=-3.41, Synergy_HSA=-3.35. Cell line: MALME-3M. (2) Drug 1: CC(CN1CC(=O)NC(=O)C1)N2CC(=O)NC(=O)C2. Drug 2: C1=CC(=CC=C1CC(C(=O)O)N)N(CCCl)CCCl.Cl. Cell line: SF-539. Synergy scores: CSS=29.5, Synergy_ZIP=1.12, Synergy_Bliss=5.10, Synergy_Loewe=4.84, Synergy_HSA=5.51. (3) Drug 1: CC1=CC2C(CCC3(C2CCC3(C(=O)C)OC(=O)C)C)C4(C1=CC(=O)CC4)C. Drug 2: CC1CCC2CC(C(=CC=CC=CC(CC(C(=O)C(C(C(=CC(C(=O)CC(OC(=O)C3CCCCN3C(=O)C(=O)C1(O2)O)C(C)CC4CCC(C(C4)OC)OCCO)C)C)O)OC)C)C)C)OC. Cell line: A549. Synergy scores: CSS=31.5, Synergy_ZIP=0.968, Synergy_Bliss=2.92, Synergy_Loewe=-11.3, Synergy_HSA=6.53. (4) Drug 1: CS(=O)(=O)C1=CC(=C(C=C1)C(=O)NC2=CC(=C(C=C2)Cl)C3=CC=CC=N3)Cl. Synergy scores: CSS=1.21, Synergy_ZIP=1.11, Synergy_Bliss=6.44, Synergy_Loewe=-12.6, Synergy_HSA=-0.969. Cell line: MDA-MB-435. Drug 2: C1=CN(C(=O)N=C1N)C2C(C(C(O2)CO)O)O.Cl.